From a dataset of Catalyst prediction with 721,799 reactions and 888 catalyst types from USPTO. Predict which catalyst facilitates the given reaction. (1) Reactant: C(OC([N:8]1[CH2:12][C@@H:11]([CH2:13][C@H:14]([O:18][C:19]2[CH:24]=[CH:23][C:22]([O:25][CH3:26])=[C:21]([O:27][CH2:28][CH2:29][CH2:30][O:31][CH3:32])[CH:20]=2)[CH:15]([CH3:17])[CH3:16])[C@H:10]([CH2:33][N:34]([CH:44]2[CH2:46][CH2:45]2)[C:35](=[O:43])[CH2:36][CH:37]2[CH2:42][CH2:41][O:40][CH2:39][CH2:38]2)[CH2:9]1)=O)(C)(C)C. Product: [CH:44]1([N:34]([CH2:33][C@H:10]2[C@H:11]([CH2:13][C@H:14]([O:18][C:19]3[CH:24]=[CH:23][C:22]([O:25][CH3:26])=[C:21]([O:27][CH2:28][CH2:29][CH2:30][O:31][CH3:32])[CH:20]=3)[CH:15]([CH3:16])[CH3:17])[CH2:12][NH:8][CH2:9]2)[C:35](=[O:43])[CH2:36][CH:37]2[CH2:38][CH2:39][O:40][CH2:41][CH2:42]2)[CH2:46][CH2:45]1. The catalyst class is: 89. (2) Reactant: [Br:1][C:2]1[CH:7]=[CH:6][C:5]([NH:8][C:9](=[O:20])[NH:10][C:11]2[CH:19]=[CH:18][C:14]([C:15]([OH:17])=O)=[CH:13][CH:12]=2)=[C:4]([F:21])[CH:3]=1.[CH3:22][N:23](C=O)[CH3:24].C1C=CC2N(O)N=NC=2C=1.C(Cl)CCl. Product: [Br:1][C:2]1[CH:7]=[CH:6][C:5]([NH:8][C:9](=[O:20])[NH:10][C:11]2[CH:12]=[CH:13][C:14]([C:15]([N:23]([CH3:24])[CH3:22])=[O:17])=[CH:18][CH:19]=2)=[C:4]([F:21])[CH:3]=1. The catalyst class is: 6. (3) Reactant: C(OC([O:6][CH:7]1[CH2:11][NH:10][C@@:9]([C:16]2[CH:21]=[CH:20][CH:19]=[CH:18][CH:17]=2)([C:12](OC)=[O:13])[CH2:8]1)=O)C.COCCO[AlH2-]OCCOC.[Na+].C1(C)C=CC=CC=1. Product: [OH:13][CH2:12][C@:9]1([C:16]2[CH:21]=[CH:20][CH:19]=[CH:18][CH:17]=2)[NH:10][CH2:11][CH:7]([OH:6])[CH2:8]1. The catalyst class is: 1. (4) Reactant: Cl.[NH2:2][C@H:3]1[CH2:9][CH2:8][CH2:7][CH2:6][NH:5][C:4]1=[O:10].[CH2:11]([C:15]1[CH:16]=[C:17]([CH:21]=[CH:22][CH:23]=1)[C:18](Cl)=[O:19])[CH2:12][CH2:13][CH3:14].C(N(CC)CC)C. Product: [CH2:11]([C:15]1[CH:16]=[C:17]([CH:21]=[CH:22][CH:23]=1)[C:18]([NH:2][C@H:3]1[CH2:9][CH2:8][CH2:7][CH2:6][NH:5][C:4]1=[O:10])=[O:19])[CH2:12][CH2:13][CH3:14]. The catalyst class is: 229. (5) Reactant: [CH3:1]N(C)C=O.C(N(CC)[CH:10]([CH3:12])[CH3:11])(C)C.Cl.N1(C(N)=N)C=CC=N1.C([N:28]([C:32](=[NH:38])[N:33]1[CH:37]=[CH:36][CH:35]=[N:34]1)[C:29](=[O:31])[OH:30])(C)(C)C.[C:39](O[C:39]([O:41][C:42]([CH3:45])([CH3:44])[CH3:43])=[O:40])([O:41][C:42]([CH3:45])([CH3:44])[CH3:43])=[O:40]. Product: [C:42]([O:41][C:39]([N:38]=[C:32]([NH:28][C:29](=[O:31])[O:30][C:10]([CH3:11])([CH3:12])[CH3:1])[N:33]1[CH:37]=[CH:36][CH:35]=[N:34]1)=[O:40])([CH3:45])([CH3:44])[CH3:43]. The catalyst class is: 6. (6) Reactant: [CH3:1][N:2]1[C:6]([OH:7])=[C:5]([CH3:8])[C:4]([C:9]([F:12])([F:11])[F:10])=[N:3]1.C1(P(C2C=CC=CC=2)C2C=CC=CC=2)C=CC=CC=1.[F:32][CH:33]([F:36])[CH2:34]O.N(C(OC(C)C)=O)=NC(OC(C)C)=O. Product: [CH3:1][N:2]1[C:6]([O:7][CH2:34][CH:33]([F:36])[F:32])=[C:5]([CH3:8])[C:4]([C:9]([F:11])([F:10])[F:12])=[N:3]1. The catalyst class is: 30. (7) Reactant: [CH3:1][O:2][C:3]1[CH:8]=[CH:7][C:6]([C:9]2([C:12]3[N:16]4[N:17]=[C:18]([C:21]5[CH:29]=[CH:28][C:24]([C:25](O)=[O:26])=[CH:23][CH:22]=5)[CH:19]=[N:20][C:15]4=[N:14][N:13]=3)[CH2:11][CH2:10]2)=[CH:5][CH:4]=1.[CH:30]1([NH2:33])[CH2:32][CH2:31]1.F[P-](F)(F)(F)(F)F.N1(O[P+](N(C)C)(N(C)C)N(C)C)C2C=CC=CC=2N=N1.C(N(CC)C(C)C)(C)C. Product: [CH:30]1([NH:33][C:25](=[O:26])[C:24]2[CH:28]=[CH:29][C:21]([C:18]3[CH:19]=[N:20][C:15]4[N:16]([C:12]([C:9]5([C:6]6[CH:7]=[CH:8][C:3]([O:2][CH3:1])=[CH:4][CH:5]=6)[CH2:10][CH2:11]5)=[N:13][N:14]=4)[N:17]=3)=[CH:22][CH:23]=2)[CH2:32][CH2:31]1. The catalyst class is: 121. (8) Reactant: [C:1]([O:5][C:6]([NH:8][C@:9]1([C:14]([OH:16])=O)[CH2:11][C@H:10]1[CH:12]=[CH2:13])=[O:7])([CH3:4])([CH3:3])[CH3:2].C1N=CN(C(N2C=NC=C2)=O)C=1.C1CCN2C(=NCCC2)CC1.[CH2:40]([C:43]1([S:46]([NH2:49])(=[O:48])=[O:47])[CH2:45][CH2:44]1)[CH2:41][CH3:42]. Product: [CH2:40]([C:43]1([S:46]([NH:49][C:14]([C@@:9]2([NH:8][C:6](=[O:7])[O:5][C:1]([CH3:2])([CH3:3])[CH3:4])[CH2:11][C@H:10]2[CH:12]=[CH2:13])=[O:16])(=[O:48])=[O:47])[CH2:45][CH2:44]1)[CH2:41][CH3:42]. The catalyst class is: 56. (9) Reactant: [C:1]([C:3]1[C:12]2[C:7](=[CH:8][CH:9]=[C:10]([O:13][C:14]3[CH:19]=[CH:18][CH:17]=[CH:16][CH:15]=3)[CH:11]=2)[C:6]([OH:20])=[C:5]([C:21](OC)=[O:22])[N:4]=1)#[N:2].[NH2:25][C@@H:26]([C:31]1[CH:36]=[CH:35][CH:34]=[CH:33][CH:32]=1)[CH2:27][C:28]([OH:30])=[O:29].C[O-].[Na+]. Product: [C:1]([C:3]1[C:12]2[C:7](=[CH:8][CH:9]=[C:10]([O:13][C:14]3[CH:19]=[CH:18][CH:17]=[CH:16][CH:15]=3)[CH:11]=2)[C:6]([OH:20])=[C:5]([C:21]([NH:25][C@@H:26]([C:31]2[CH:36]=[CH:35][CH:34]=[CH:33][CH:32]=2)[CH2:27][C:28]([OH:30])=[O:29])=[O:22])[N:4]=1)#[N:2]. The catalyst class is: 141. (10) Reactant: [CH2:1]([O:3][C:4](=[O:19])[C:5]([O:8][C:9]1[CH:14]=[CH:13][C:12]([N+:15]([O-])=O)=[C:11]([F:18])[CH:10]=1)([CH3:7])[CH3:6])[CH3:2].[H][H].C(OCC)(=O)C. Product: [CH2:1]([O:3][C:4](=[O:19])[C:5]([O:8][C:9]1[CH:14]=[CH:13][C:12]([NH2:15])=[C:11]([F:18])[CH:10]=1)([CH3:7])[CH3:6])[CH3:2]. The catalyst class is: 63.